This data is from Peptide-MHC class II binding affinity with 134,281 pairs from IEDB. The task is: Regression. Given a peptide amino acid sequence and an MHC pseudo amino acid sequence, predict their binding affinity value. This is MHC class II binding data. (1) The peptide sequence is ASTEYTPIGDNKA. The MHC is HLA-DPA10201-DPB10101 with pseudo-sequence HLA-DPA10201-DPB10101. The binding affinity (normalized) is 0.323. (2) The peptide sequence is HLAEGKVDTGVAVSR. The MHC is DRB1_0701 with pseudo-sequence DRB1_0701. The binding affinity (normalized) is 0.287.